From a dataset of Full USPTO retrosynthesis dataset with 1.9M reactions from patents (1976-2016). Predict the reactants needed to synthesize the given product. (1) Given the product [CH2:1]([O:8][C:9]1[CH:10]=[C:11]2[C:15](=[CH:16][CH:17]=1)[N:14]([C:18]1[CH:19]=[CH:20][C:21]([NH:24][C:36](=[O:37])[C:35]3[CH:34]=[CH:33][C:32]([N:29]4[CH2:30][CH2:31][CH:26]([OH:25])[CH2:27][CH2:28]4)=[CH:40][CH:39]=3)=[CH:22][CH:23]=1)[N:13]=[CH:12]2)[C:2]1[CH:7]=[CH:6][CH:5]=[CH:4][CH:3]=1, predict the reactants needed to synthesize it. The reactants are: [CH2:1]([O:8][C:9]1[CH:10]=[C:11]2[C:15](=[CH:16][CH:17]=1)[N:14]([C:18]1[CH:23]=[CH:22][C:21]([NH2:24])=[CH:20][CH:19]=1)[N:13]=[CH:12]2)[C:2]1[CH:7]=[CH:6][CH:5]=[CH:4][CH:3]=1.[OH:25][CH:26]1[CH2:31][CH2:30][N:29]([C:32]2[CH:40]=[CH:39][C:35]([C:36](O)=[O:37])=[CH:34][CH:33]=2)[CH2:28][CH2:27]1. (2) Given the product [C:5]1([O:4][C:2](=[O:3])[NH:11][C:12]2[CH:13]=[C:14]([NH:22][S:23]([CH3:26])(=[O:25])=[O:24])[CH:15]=[C:16]([C:18]([CH3:21])([CH3:20])[CH3:19])[CH:17]=2)[CH:10]=[CH:9][CH:8]=[CH:7][CH:6]=1, predict the reactants needed to synthesize it. The reactants are: Cl[C:2]([O:4][C:5]1[CH:10]=[CH:9][CH:8]=[CH:7][CH:6]=1)=[O:3].[NH2:11][C:12]1[CH:13]=[C:14]([NH:22][S:23]([CH3:26])(=[O:25])=[O:24])[CH:15]=[C:16]([C:18]([CH3:21])([CH3:20])[CH3:19])[CH:17]=1.C([O-])(O)=O.[Na+]. (3) Given the product [Cl:1][C:2]1[CH:3]=[C:4]([C:9]2[CH:10]=[C:11]3[C:16](=[CH:17][CH:18]=2)[CH:15]([OH:19])[CH2:14][CH2:13][CH2:12]3)[CH:5]=[CH:6][C:7]=1[F:8], predict the reactants needed to synthesize it. The reactants are: [Cl:1][C:2]1[CH:3]=[C:4]([C:9]2[CH:10]=[C:11]3[C:16](=[CH:17][CH:18]=2)[C:15](=[O:19])[CH2:14][CH2:13][CH2:12]3)[CH:5]=[CH:6][C:7]=1[F:8].[BH4-].[Na+]. (4) Given the product [CH:1]1([N:7]2[C:19](=[O:20])[C:11]3[NH:12][C:13]4[CH:14]=[CH:15][CH:16]=[CH:17][C:18]=4[C:10]=3[N:9]=[C:8]2[S:21][CH2:25][C:26]([OH:28])=[O:27])[CH2:2][CH2:3][CH2:4][CH2:5][CH2:6]1, predict the reactants needed to synthesize it. The reactants are: [CH:1]1([N:7]2[C:19](=[O:20])[C:11]3[NH:12][C:13]4[CH:14]=[CH:15][CH:16]=[CH:17][C:18]=4[C:10]=3[NH:9][C:8]2=[S:21])[CH2:6][CH2:5][CH2:4][CH2:3][CH2:2]1.[OH-].[K+].Cl[CH2:25][C:26]([OH:28])=[O:27].